Dataset: Full USPTO retrosynthesis dataset with 1.9M reactions from patents (1976-2016). Task: Predict the reactants needed to synthesize the given product. (1) The reactants are: ONC(=O)C=CC1C=CN(S(CC2C=CC=CC=2)(=O)=O)C=1.[CH3:22][N:23]([CH3:50])[C:24]1[CH:29]=[CH:28][C:27]([S:30]([N:33]2[CH:37]=[CH:36][C:35](/[CH:38]=[CH:39]/[C:40]([NH:42][O:43]C3CCCCO3)=[O:41])=[CH:34]2)(=[O:32])=[O:31])=[CH:26][CH:25]=1. Given the product [CH3:50][N:23]([CH3:22])[C:24]1[CH:25]=[CH:26][C:27]([S:30]([N:33]2[CH:37]=[CH:36][C:35](/[CH:38]=[CH:39]/[C:40]([NH:42][OH:43])=[O:41])=[CH:34]2)(=[O:31])=[O:32])=[CH:28][CH:29]=1, predict the reactants needed to synthesize it. (2) Given the product [F:1][C:2]1[C:7]([F:8])=[C:6]([S:9]([CH2:10][CH2:11][OH:12])(=[O:21])=[O:25])[C:5]([F:13])=[C:4]([F:14])[C:3]=1[S:15]([NH2:18])(=[O:17])=[O:16], predict the reactants needed to synthesize it. The reactants are: [F:1][C:2]1[C:7]([F:8])=[C:6]([S:9][CH2:10][CH2:11][OH:12])[C:5]([F:13])=[C:4]([F:14])[C:3]=1[S:15]([NH2:18])(=[O:17])=[O:16].CC(O)=[O:21].OO.[OH2:25]. (3) Given the product [N:9]1[CH:10]=[CH:11][CH:12]=[CH:13][C:8]=1[S:5]([NH:4][CH2:3][C:2]([C@@H:14]([NH:19][C:20](=[O:39])[O:21][C@H:22]([CH2:27][N:28]1[C:32]2[CH:33]=[C:34]([Cl:38])[C:35]([Cl:37])=[CH:36][C:31]=2[N:30]=[CH:29]1)[C:23]([CH3:24])([CH3:25])[CH3:26])[CH2:15][CH2:16][CH2:17][CH3:18])=[O:1])(=[O:7])=[O:6], predict the reactants needed to synthesize it. The reactants are: [OH:1][C@@H:2]([C@@H:14]([NH:19][C:20](=[O:39])[O:21][C@H:22]([CH2:27][N:28]1[C:32]2[CH:33]=[C:34]([Cl:38])[C:35]([Cl:37])=[CH:36][C:31]=2[N:30]=[CH:29]1)[C:23]([CH3:26])([CH3:25])[CH3:24])[CH2:15][CH2:16][CH2:17][CH3:18])[CH2:3][NH:4][S:5]([C:8]1[CH:13]=[CH:12][CH:11]=[CH:10][N:9]=1)(=[O:7])=[O:6].O[C@H]([C@@H](NC(=O)O[C@H](CN1C2C=C(Cl)C(Cl)=CC=2N=C1)C(C)(C)C)CCCC)CNS(C1C=CC=CN=1)(=O)=O.CC(OI1(OC(C)=O)(OC(C)=O)OC(=O)C2C=CC=CC1=2)=O.S([O-])([O-])(=O)=S.[Na+].[Na+].C(=O)(O)[O-].[Na+]. (4) Given the product [F:18][CH:16]([F:17])[CH2:15][O:14][C:5]1[N:6]=[C:7]([NH2:13])[C:8]([N+:10]([O-:12])=[O:11])=[CH:9][C:4]=1[C:3]([OH:19])=[O:2], predict the reactants needed to synthesize it. The reactants are: C[O:2][C:3](=[O:19])[C:4]1[CH:9]=[C:8]([N+:10]([O-:12])=[O:11])[C:7]([NH2:13])=[N:6][C:5]=1[O:14][CH2:15][CH:16]([F:18])[F:17].[OH-].[Na+]. (5) Given the product [Cl:1][C:2]1[C:7]([C:8]2[C:9](=[O:31])[N:10]([CH2:29][CH3:30])[C:11]3[C:16]([CH:17]=2)=[CH:15][N:14]=[C:13]([NH:18][CH3:19])[CH:12]=3)=[CH:6][C:5]([NH:32][C:33]([NH:35][C:36]2[CH:41]=[CH:40][C:39]([F:42])=[C:38]([CH2:43][N:44]3[CH2:48][CH2:47][CH2:46][CH2:45]3)[CH:37]=2)=[O:34])=[C:4]([F:49])[CH:3]=1, predict the reactants needed to synthesize it. The reactants are: [Cl:1][C:2]1[C:7]([C:8]2[C:9](=[O:31])[N:10]([CH2:29][CH3:30])[C:11]3[C:16]([CH:17]=2)=[CH:15][N:14]=[C:13]([N:18](CC2C=CC(OC)=CC=2)[CH3:19])[CH:12]=3)=[CH:6][C:5]([NH:32][C:33]([NH:35][C:36]2[CH:41]=[CH:40][C:39]([F:42])=[C:38]([CH2:43][N:44]3[CH2:48][CH2:47][CH2:46][CH2:45]3)[CH:37]=2)=[O:34])=[C:4]([F:49])[CH:3]=1. (6) Given the product [CH2:1]([C:3]([C:17]1[CH:30]=[CH:29][C:20]([O:21][CH2:22][C:23](=[O:28])[C:24]([CH3:25])([CH3:27])[CH3:26])=[C:19]([CH3:31])[CH:18]=1)([C:6]1[S:10][C:9]2[CH:11]=[CH:12][C:13]([OH:15])=[CH:14][C:8]=2[CH:7]=1)[CH2:4][CH3:5])[CH3:2], predict the reactants needed to synthesize it. The reactants are: [CH2:1]([C:3]([C:17]1[CH:30]=[CH:29][C:20]([O:21][CH2:22][C:23](=[O:28])[C:24]([CH3:27])([CH3:26])[CH3:25])=[C:19]([CH3:31])[CH:18]=1)([C:6]1[S:10][C:9]2[CH:11]=[CH:12][C:13]([O:15]C)=[CH:14][C:8]=2[CH:7]=1)[CH2:4][CH3:5])[CH3:2].B(Br)(Br)Br.